From a dataset of Full USPTO retrosynthesis dataset with 1.9M reactions from patents (1976-2016). Predict the reactants needed to synthesize the given product. Given the product [CH2:1]([N:3]1[C:7]([CH3:8])=[C:6]([CH2:9][OH:10])[N:5]=[CH:4]1)[CH3:2], predict the reactants needed to synthesize it. The reactants are: [CH2:1]([N:3]1[C:7]([CH3:8])=[C:6]([CH:9]=[O:10])[N:5]=[CH:4]1)[CH3:2].[BH4-].[Na+].O.